Task: Predict the product of the given reaction.. Dataset: Forward reaction prediction with 1.9M reactions from USPTO patents (1976-2016) The product is: [CH3:13][O:14][CH2:15][O:3][C:4]1[CH:5]=[CH:6][C:7]([C:10](=[O:12])[CH3:11])=[N:8][CH:9]=1. Given the reactants [H-].[Na+].[OH:3][C:4]1[CH:5]=[CH:6][C:7]([C:10](=[O:12])[CH3:11])=[N:8][CH:9]=1.[CH2:13](Cl)[O:14][CH3:15], predict the reaction product.